Dataset: Catalyst prediction with 721,799 reactions and 888 catalyst types from USPTO. Task: Predict which catalyst facilitates the given reaction. (1) Product: [BrH:34].[C:27]1([C:26]2[C:25]3[C:20](=[CH:21][CH:22]=[CH:23][CH:24]=3)[C:19](=[O:33])[NH:18][C:17]=2[CH:14]2[CH2:15][CH2:16][NH:11][CH2:12][CH2:13]2)[CH:28]=[CH:29][CH:30]=[CH:31][CH:32]=1. The catalyst class is: 845. Reactant: C(OC([N:11]1[CH2:16][CH2:15][CH:14]([C:17]2[NH:18][C:19](=[O:33])[C:20]3[C:25]([C:26]=2[C:27]2[CH:32]=[CH:31][CH:30]=[CH:29][CH:28]=2)=[CH:24][CH:23]=[CH:22][CH:21]=3)[CH2:13][CH2:12]1)=O)C1C=CC=CC=1.[BrH:34]. (2) Reactant: C(OC([NH:8][CH2:9][CH2:10][C:11]1[CH:12]=[CH:13][C:14]([S:17]([C:20]2[CH:32]=[CH:31][C:23]([O:24][CH2:25][C:26]([O:28][CH2:29][CH3:30])=[O:27])=[CH:22][CH:21]=2)(=[O:19])=[O:18])=[N:15][CH:16]=1)=O)(C)(C)C.Cl. Product: [NH2:8][CH2:9][CH2:10][C:11]1[CH:12]=[CH:13][C:14]([S:17]([C:20]2[CH:32]=[CH:31][C:23]([O:24][CH2:25][C:26]([O:28][CH2:29][CH3:30])=[O:27])=[CH:22][CH:21]=2)(=[O:19])=[O:18])=[N:15][CH:16]=1. The catalyst class is: 214. (3) Reactant: [Br:1][C:2]1[CH:7]=[C:6]([CH2:8][C:9]2[CH:14]=[CH:13][C:12]([O:15][CH2:16][CH3:17])=[CH:11][CH:10]=2)[CH:5]=[CH:4][C:3]=1[CH2:18][OH:19].CN1CCOCC1.[CH3:27][Si:28](Cl)([CH3:30])[CH3:29].CCOC(C)=O. Product: [Br:1][C:2]1[CH:7]=[C:6]([CH2:8][C:9]2[CH:14]=[CH:13][C:12]([O:15][CH2:16][CH3:17])=[CH:11][CH:10]=2)[CH:5]=[CH:4][C:3]=1[CH2:18][O:19][Si:28]([CH3:30])([CH3:29])[CH3:27]. The catalyst class is: 20. (4) Reactant: Br[C:2]1[N:7]=[CH:6][CH:5]=[CH:4][N:3]=1.[C:8]1(B2OC(C)(C)C(C)(C)O2)[CH:13]=[CH:12][C:11]([B:14]2[O:18][C:17]([CH3:20])([CH3:19])[C:16]([CH3:22])([CH3:21])[O:15]2)=[CH:10][CH:9]=1.[O-]P([O-])([O-])=O.[K+].[K+].[K+].O. Product: [CH3:19][C:17]1([CH3:20])[C:16]([CH3:21])([CH3:22])[O:15][B:14]([C:11]2[CH:12]=[CH:13][C:8]([C:2]3[N:7]=[CH:6][CH:5]=[CH:4][N:3]=3)=[CH:9][CH:10]=2)[O:18]1. The catalyst class is: 128.